This data is from Experimentally validated miRNA-target interactions with 360,000+ pairs, plus equal number of negative samples. The task is: Binary Classification. Given a miRNA mature sequence and a target amino acid sequence, predict their likelihood of interaction. (1) The miRNA is hsa-miR-1247-5p with sequence ACCCGUCCCGUUCGUCCCCGGA. The protein sequence of the target gene is MGSQTLQILRQGVWAALSGGWYYDPHQATFVNALHLYLWLFLLGLPFTLYMALPSSMIIVAVYCPVVAAVFIILKMVNYRLHRALDAGEIVDRSAKEFTDQRAKAEQGNCSTRRKDSNGPSDPGGGIEMSEFIREATPPVGCSSRNSYAGLDPSNQIGSGSSRLGTAATIKGDTDTAKTSDDISLSLGQSSSLCKEGSEEQDLATDRKLFRLVSNDSFISIQPSLSSCGQDLPRDFSDKVSLPSHSQHHRVDQSLCSACDTEVASLVPLHSHSYRKEHRPRGVPRTSSSAVAFPDASLSG.... Result: 0 (no interaction). (2) The miRNA is hsa-miR-181b-3p with sequence CUCACUGAACAAUGAAUGCAA. The protein sequence of the target gene is MQANGAGGGGGGGGGGQGQTPELACLSAQNGESSPSATSAGDLAHANGLLPAAPSAAGNNSNSLSVNNGVPGGAAAASATAAAAQATPELGSSLKKKKRLSQSDEDVIRLIGQHLNGLGLNQTVDLLMQESGCRLEHPSATKFRNHVMEGDWDKAENDLNELKPLVHSPHAIVVRGALEISQTLLGIIVRMKFLLLQQKYLEYLEDGKVLEALQVLRCELTPLKYNTERIHVLSGYLMCSHAEDLRAKAEWEGKGTASRSKLLDKLQTYLPPSVMLPPRRLQTLLRQAVELQRDRCLYHN.... Result: 0 (no interaction). (3) The miRNA is hsa-miR-373-3p with sequence GAAGUGCUUCGAUUUUGGGGUGU. The protein sequence of the target gene is MSLVDLGKKLLEAARAGQDDEVRILMANGAPFTTDWLGTSPLHLAAQYGHYSTTEVLLRAGVSRDARTKVDRTPLHMAASEGHASIVEVLLKHGADVNAKDMLKMTALHWATEHNHQEVVELLIKYGADVHTQSKFCKTAFDISIDNGNEDLAEILQIAMQNQINTNPESPDTVTIHAATPQFIIGPGGVVNLTGLVSSENSSKATDETGVSAVQFGNSSTSVLATLAALAEASAPLSNSSETPVVATEEVVTAESVDGAIQQVVSSGGQQVITIVTDGIQLGNLHSIPTSGIGQPIIVT.... Result: 1 (interaction). (4) The miRNA is hsa-miR-548e-3p with sequence AAAAACUGAGACUACUUUUGCA. The protein sequence of the target gene is MGGLFSRWRTKPSTVEVLESIDKEIQALEEFREKNQRLQKLWVGRLILYSSVLYLFTCLIVYLWYLPDEFTARLAMTLPFFAFPLIIWSIRTVIIFFFSKRTERNNEALDDLKSQRKKILEEVMEKETYKTAKLILERFDPDSKKAKECEPPSAGAAVTARPGQEIRQRTAAQRNLSPTPASPNQGPPPQVPVSPGPPKDSSAPGGPPERTVTPALSSNVLPRHLGSPATSVPGMGLHPPGPPLARPILPRERGALDRIVEYLVGDGPQNRYALICQQCFSHNGMALKEEFEYIAFRCAY.... Result: 1 (interaction). (5) The miRNA is cel-miR-794-5p with sequence UGAGGUAAUCAUCGUUGUCACU. The protein sequence of the target gene is MEVEEAFQAVGEMGIYQMYLCFLLAVLLQLYVATEAILIALVGATPSYHWDLAELLPNQSHGNQSAGEDQAFGDWLLTANGSEIHKHVHFSSSFTSIASEWFLIANRSYKVSAASSFFFSGVFVGVISFGQLSDRFGRKKVYLTGFALDILFAIANGFSPSYEFFAVTRFLVGMMNGGMSLVAFVLLNECVGTAYWALAGSIGGLFFAVGIAQYALLGYFIRSWRTLAILVNLQGTVVFLLSLFIPESPRWLYSQGRLSEAEEALYLIAKRNRKLKCTFSLTHPANRSCRETGSFLDLFR.... Result: 0 (no interaction). (6) The miRNA is hsa-miR-378a-5p with sequence CUCCUGACUCCAGGUCCUGUGU. The protein sequence of the target gene is MSAPPALQIREANAHLAAVHRRAAELEARLDAAERTVHAQAERLALHDQQLRAALDELGRAKDREIATLQEQLMTSEATVHSLQATVHQRDELIRQLQPRAELLQDICRRRPPLAGLLDALAEAERLGPLPASDPGHPPPGGPGPPLDNSTGEEADRDHLQPAVFGTTV. Result: 1 (interaction). (7) The miRNA is hsa-miR-3153 with sequence GGGGAAAGCGAGUAGGGACAUUU. The protein sequence of the target gene is MSQFKRQRINPLPGGRNFSGTASTSLLGPPPGLLTPPVATELSQNARHLQGGEKQRVFTGIVTSLHDYFGVVDEEVFFQLSVVKGRLPQLGEKVLVKAAYNPGQAVPWNAVKVQTLSNQPLLKSPAPPLLHVAALGQKQGILGAQPQLIFQPHRIPPLFPQKPLSLFQTSHTLHLSHLNRFPARGPHGRLDQGRSDDYDSKKRKQRAGGEPWGAKKPRHDLPPYRVHLTPYTVDSPICDFLELQRRYRSLLVPSDFLSVHLSWLSAFPLSQPFSLHHPSRIQVSSEKEAAPDAGAEPITA.... Result: 1 (interaction). (8) The miRNA is hsa-miR-20b-5p with sequence CAAAGUGCUCAUAGUGCAGGUAG. The protein sequence of the target gene is MAAWKSWTALRLCATVVVLDMVVCKGFVEDLDESFKENRNDDIWLVDFYAPWCGHCKKLEPIWNEVGLEMKSIGSPVKVGKMDATSYSSIASEFGVRGYPTIKLLKGDLAYNYRGPRTKDDIIEFAHRVSGALIRPLPSQQMFEHMQKRHRVFFVYVGGESPLKEKYIDAASELIVYTYFFSASEEVVPEYVTLKEMPAVLVFKDETYFVYDEYEDGDLSSWINRERFQNYLAMDGFLLYELGDTGKLVALAVIDEKNTSVEHTRLKSIIQEVARDYRDLFHRDFQFGHMDGNDYINTLL.... Result: 1 (interaction). (9) The miRNA is hsa-miR-4298 with sequence CUGGGACAGGAGGAGGAGGCAG. The protein sequence of the target gene is MEEAELVKGRLQAITDKRKIQEEISQKRLKIEEDKLKHQHLKKKALREKWLLDGISSGKEQEEMKKQNQQDQHQIQVLEQSILRLEKEIQDLEKAELQISTKEEAILKKLKSIERTTEDIIRSVKVEREERAEESIEDIYANIPDLPKSYIPSRLRKEINEEKEDDEQNRKALYAMEIKVEKDLKTGESTVLSSIPLPSDDFKGTGIKVYDDGQKSVYAVSSNHSAAYNGTDGLAPVEVEELLRQASERNSKSPTEYHEPVYANPFYRPTTPQRETVTPGPNFQERIKIKTNGLGIGVNE.... Result: 0 (no interaction). (10) The miRNA is hsa-miR-99b-5p with sequence CACCCGUAGAACCGACCUUGCG. The protein sequence of the target gene is MSLSRSEEMHRLTENVYKTIMEQFNPSLRNFIAMGKNYEKALAGVTYAAKGYFDALVKMGELASESQGSKELGDVLFQMAEVHRQIQNQLEEMLKSFHNELLTQLEQKVELDSRYLSAALKKYQTEQRSKGDALDKCQAELKKLRKKSQGSKNPQKYSDKELQYIDAISNKQGELENYVSDGYKTALTEERRRFCFLVEKQCAVAKNSAAYHSKGKELLAQKLPLWQQACADPSKIPERAVQLMQQVASNGATLPSALSASKSNLVISDPIPGAKPLPVPPELAPFVGRMSAQESTPIMN.... Result: 0 (no interaction).